Dataset: Forward reaction prediction with 1.9M reactions from USPTO patents (1976-2016). Task: Predict the product of the given reaction. The product is: [C:13]1(=[O:15])[C:5]2=[CH:6][C:7]3[CH:8]=[CH:9][CH:10]=[CH:11][C:12]=3[N:4]2[CH2:3][CH2:1][NH:2]1. Given the reactants [C:1]([CH2:3][N:4]1[C:12]2[C:7](=[CH:8][CH:9]=[CH:10][CH:11]=2)[CH:6]=[C:5]1[C:13]([O:15]CC)=O)#[N:2].Cl.C(OCC)(=O)C, predict the reaction product.